Dataset: Forward reaction prediction with 1.9M reactions from USPTO patents (1976-2016). Task: Predict the product of the given reaction. Given the reactants [CH3:1][C:2]1[CH:3]=[CH:4][C:5]2[O:9][C:8]([C:10]3[CH:11]=[C:12]([NH2:16])[CH:13]=[CH:14][CH:15]=3)=[N:7][C:6]=2[CH:17]=1.[N+:18]([C:21]1[CH:29]=[CH:28][CH:27]=[CH:26][C:22]=1[C:23](Cl)=[O:24])([O-:20])=[O:19], predict the reaction product. The product is: [CH3:1][C:2]1[CH:3]=[CH:4][C:5]2[O:9][C:8]([C:10]3[CH:11]=[C:12]([NH:16][C:23](=[O:24])[C:22]4[CH:26]=[CH:27][CH:28]=[CH:29][C:21]=4[N+:18]([O-:20])=[O:19])[CH:13]=[CH:14][CH:15]=3)=[N:7][C:6]=2[CH:17]=1.